Dataset: Reaction yield outcomes from USPTO patents with 853,638 reactions. Task: Predict the reaction yield, written as a fraction of the theoretical maximum amount of product (1.0 means a 100% yield; for example, 0.34 means a 34% yield). (1) The reactants are [Cl:1][C:2]1[N:7]=[C:6](Cl)[CH:5]=[C:4]([CH3:9])[N:3]=1.Cl.[CH2:11]([O:18][C:19](=[O:23])[CH2:20][NH:21][CH3:22])[C:12]1[CH:17]=[CH:16][CH:15]=[CH:14][CH:13]=1. No catalyst specified. The product is [CH2:11]([O:18][C:19](=[O:23])[CH2:20][N:21]([C:6]1[CH:5]=[C:4]([CH3:9])[N:3]=[C:2]([Cl:1])[N:7]=1)[CH3:22])[C:12]1[CH:17]=[CH:16][CH:15]=[CH:14][CH:13]=1. The yield is 0.620. (2) The reactants are [Si]([O:8][C:9]1[CH:10]=[C:11]2[C:16](=[CH:17][CH:18]=1)[N:15]=[C:14]([CH2:19][N:20]1[CH2:25][CH2:24][CH:23]([C:26]([O:28][CH2:29][CH3:30])=[O:27])[CH2:22][CH2:21]1)[CH:13]=[CH:12]2)(C(C)(C)C)(C)C.Cl.C([O-])(O)=O.[Na+]. The catalyst is C(O)C. The product is [OH:8][C:9]1[CH:10]=[C:11]2[C:16](=[CH:17][CH:18]=1)[N:15]=[C:14]([CH2:19][N:20]1[CH2:25][CH2:24][CH:23]([C:26]([O:28][CH2:29][CH3:30])=[O:27])[CH2:22][CH2:21]1)[CH:13]=[CH:12]2. The yield is 0.800. (3) The reactants are [CH:1]1([C@@H:7]2[NH:12][C:11](=[O:13])[C@H:10]([CH2:14][CH:15]([CH3:17])[CH3:16])[NH:9][CH2:8]2)[CH2:6][CH2:5][CH2:4][CH2:3][CH2:2]1.[Cl:18][C:19]1[CH:24]=[CH:23][C:22]([C:25]2[O:29][N:28]=[C:27]([C:30](O)=[O:31])[CH:26]=2)=[CH:21][CH:20]=1.C([C@@H]1N(C(=O)/C=C/C2C=CC=CC=2)C[C@H](CC(C)C)NC1=O)C(C)C. No catalyst specified. The product is [Cl:18][C:19]1[CH:20]=[CH:21][C:22]([C:25]2[O:29][N:28]=[C:27]([C:30]([N:9]3[CH2:8][C@H:7]([CH:1]4[CH2:2][CH2:3][CH2:4][CH2:5][CH2:6]4)[NH:12][C:11](=[O:13])[C@@H:10]3[CH2:14][CH:15]([CH3:17])[CH3:16])=[O:31])[CH:26]=2)=[CH:23][CH:24]=1. The yield is 0.760. (4) The reactants are [CH3:1][N:2]([CH3:11])[C:3]([C:5]1[C:9]([CH3:10])=[CH:8][NH:7][N:6]=1)=[O:4].C1C(=O)N([I:19])C(=O)C1. The catalyst is CC#N. The product is [I:19][C:8]1[NH:7][N:6]=[C:5]([C:3]([N:2]([CH3:11])[CH3:1])=[O:4])[C:9]=1[CH3:10]. The yield is 1.00. (5) The reactants are Cl.[C:2]([NH2:5])(=[NH:4])[CH3:3].C[O-].[Na+].[C:9]([C:11]1[CH:16]=[CH:15][CH:14]=[CH:13][C:12]=1[C:17]1[CH:22]=[C:21]([F:23])[C:20]([CH2:24][CH:25]([C:30](=O)[CH2:31][CH2:32][CH2:33][CH3:34])[C:26](OC)=[O:27])=[C:19]([F:36])[CH:18]=1)#[N:10].O. The catalyst is CO. The product is [CH2:31]([C:30]1[N:4]=[C:2]([CH3:3])[NH:5][C:26](=[O:27])[C:25]=1[CH2:24][C:20]1[C:21]([F:23])=[CH:22][C:17]([C:12]2[C:11]([C:9]#[N:10])=[CH:16][CH:15]=[CH:14][CH:13]=2)=[CH:18][C:19]=1[F:36])[CH2:32][CH2:33][CH3:34]. The yield is 0.630. (6) The reactants are S(Cl)(Cl)=O.[C:5]([C@H:8]1[C:17]2[C:12](=[CH:13][C:14]([N+:18]([O-:20])=[O:19])=[CH:15][CH:16]=2)[C:11](=[O:21])[N:10]([CH2:22][CH2:23][CH2:24][Br:25])[C@H:9]1[C:26]1[CH:31]=[CH:30][CH:29]=[CH:28][CH:27]=1)(O)=[O:6].[Cl-].[Al+3].[Cl-].[Cl-]. The catalyst is C1C=CC=CC=1. The product is [Br:25][CH2:24][CH2:23][CH2:22][N:10]1[C:9]2[C:26]3[CH:27]=[CH:28][CH:29]=[CH:30][C:31]=3[C:5](=[O:6])[C:8]=2[C:17]2[C:12](=[CH:13][C:14]([N+:18]([O-:20])=[O:19])=[CH:15][CH:16]=2)[C:11]1=[O:21]. The yield is 0.450. (7) The reactants are [CH2:1]([O:8][C@H:9]1[C@@H:14]([O:15][CH2:16][C:17]2[CH:22]=[CH:21][CH:20]=[CH:19][CH:18]=2)[C@H:13]([O:23][CH2:24][C:25]2[CH:30]=[CH:29][CH:28]=[CH:27][CH:26]=2)[C@@H:12]([CH2:31][O:32][CH2:33][C:34]2[CH:39]=[CH:38][CH:37]=[CH:36][CH:35]=2)[O:11]/[C:10]/1=[CH:40]/[CH2:41][OH:42])[C:2]1[CH:7]=[CH:6][CH:5]=[CH:4][CH:3]=1.N1C=CC=CC=1.[CH3:49][C:50](OC(C)=O)=[O:51]. The catalyst is C(Cl)Cl.CN(C1C=CN=CC=1)C. The product is [CH2:1]([O:8][C@H:9]1[C@@H:14]([O:15][CH2:16][C:17]2[CH:22]=[CH:21][CH:20]=[CH:19][CH:18]=2)[C@H:13]([O:23][CH2:24][C:25]2[CH:26]=[CH:27][CH:28]=[CH:29][CH:30]=2)[C@@H:12]([CH2:31][O:32][CH2:33][C:34]2[CH:35]=[CH:36][CH:37]=[CH:38][CH:39]=2)[O:11]/[C:10]/1=[CH:40]/[CH2:41][O:42][C:50](=[O:51])[CH3:49])[C:2]1[CH:7]=[CH:6][CH:5]=[CH:4][CH:3]=1. The yield is 0.990. (8) The reactants are [CH3:1][NH:2][CH2:3][CH2:4][NH2:5].[F:6][C:7]([F:14])([F:13])[C:8]([O:10]CC)=O.CCCCCC. The catalyst is CCOCC. The product is [F:14][C:7]([F:6])([F:13])[C:8]([NH:5][CH2:4][CH2:3][NH:2][CH3:1])=[O:10]. The yield is 0.850. (9) The catalyst is C1COCC1. The reactants are [CH3:1][C:2]1[N:10]=[C:9]2[C:5]([CH2:6]C(=O)N2)=C[N:3]=1.[H-].[Na+].[C:14]([OH:17])(=[O:16])[CH3:15].[CH2:18](Cl)Cl.[CH3:21][N:22](C=O)C. The product is [CH3:18][O:16][C:14]([C:15]1[CH:6]=[C:5]2[N:22]([CH:21]=1)[N:3]=[C:2]([CH3:1])[N:10]=[CH:9]2)=[O:17]. The yield is 0.630.